From a dataset of Experimentally validated miRNA-target interactions with 360,000+ pairs, plus equal number of negative samples. Binary Classification. Given a miRNA mature sequence and a target amino acid sequence, predict their likelihood of interaction. The miRNA is hsa-miR-766-5p with sequence AGGAGGAAUUGGUGCUGGUCUU. The protein sequence of the target gene is MGSKKLKRVGLSQELCDRLSRHQILTCQDFLCLSPLELMKVTGLSYRGVHELLCMVSRACAPKMQTAYGIKAQRSADFSPAFLSTTLSALDEALHGGVACGSLTEITGPPGCGKTQFCIMMSILATLPTNMGGLEGAVVYIDTESAFSAERLVEIAESRFPRYFNTEEKLLLTSSKVHLYRELTCDEVLQRIESLEEEIISKGIKLVILDSVASVVRKEFDAQLQGNLKERNKFLAREASSLKYLAEEFSIPVILTNQITTHLSGALASQADLVSPADDLSLSEGTSGSSCVIAALGNTW.... Result: 1 (interaction).